This data is from Forward reaction prediction with 1.9M reactions from USPTO patents (1976-2016). The task is: Predict the product of the given reaction. (1) Given the reactants C(OC([N:8]1[CH2:13][CH2:12][CH:11]([NH:14][C:15]2[C:20]([CH2:21][C:22]([O:24][CH2:25][CH3:26])=[O:23])=[C:19]([Cl:27])[N:18]=[C:17]([Cl:28])[N:16]=2)[CH2:10][CH2:9]1)=O)(C)(C)C, predict the reaction product. The product is: [ClH:27].[ClH:27].[CH2:25]([O:24][C:22](=[O:23])[CH2:21][C:20]1[C:19]([Cl:27])=[N:18][C:17]([Cl:28])=[N:16][C:15]=1[NH:14][CH:11]1[CH2:10][CH2:9][NH:8][CH2:13][CH2:12]1)[CH3:26]. (2) Given the reactants [CH:1]1([CH2:4][CH:5]=O)[CH2:3][CH2:2]1.[CH3:7][C:8]1([CH3:28])[CH2:13][C:12]([CH3:15])([CH3:14])[CH2:11][CH:10]([C:16]2[CH:21]=[CH:20][CH:19]=[CH:18][C:17]=2[N:22]2[CH2:27][CH2:26][NH:25][CH2:24][CH2:23]2)[CH2:9]1.C(O[BH-](OC(=O)C)OC(=O)C)(=O)C.[Na+].C(O)(=O)C.C(=O)([O-])O.[Na+], predict the reaction product. The product is: [CH:1]1([CH2:4][CH2:5][N:25]2[CH2:26][CH2:27][N:22]([C:17]3[CH:18]=[CH:19][CH:20]=[CH:21][C:16]=3[CH:10]3[CH2:11][C:12]([CH3:15])([CH3:14])[CH2:13][C:8]([CH3:28])([CH3:7])[CH2:9]3)[CH2:23][CH2:24]2)[CH2:3][CH2:2]1.